Dataset: Full USPTO retrosynthesis dataset with 1.9M reactions from patents (1976-2016). Task: Predict the reactants needed to synthesize the given product. Given the product [NH2:1][C@@H:2]1[CH2:7][CH2:6][CH2:5][N:4]([C:8]2[N:9]([CH2:20][C:21]3[CH:28]=[CH:27][CH:26]=[CH:25][C:22]=3[C:23]#[N:24])[C:10](=[O:19])[C:11]3[CH:17]=[C:16]([N:29]4[CH2:33][CH2:32][CH2:31][CH2:30]4)[N:15]=[CH:14][C:12]=3[N:13]=2)[CH2:3]1, predict the reactants needed to synthesize it. The reactants are: [NH2:1][C@@H:2]1[CH2:7][CH2:6][CH2:5][N:4]([C:8]2[N:9]([CH2:20][C:21]3[CH:28]=[CH:27][CH:26]=[CH:25][C:22]=3[C:23]#[N:24])[C:10](=[O:19])[C:11]3[CH:17]=[C:16](Cl)[N:15]=[CH:14][C:12]=3[N:13]=2)[CH2:3]1.[NH:29]1[CH2:33][CH2:32][CH2:31][CH2:30]1.C(=O)(O)[O-].[Na+].